This data is from Reaction yield outcomes from USPTO patents with 853,638 reactions. The task is: Predict the reaction yield, written as a fraction of the theoretical maximum amount of product (1.0 means a 100% yield; for example, 0.34 means a 34% yield). (1) The reactants are [N+:1]([C:4]1[CH:5]=[C:6]([CH2:10][S:11]([NH:14][CH2:15][B:16]([OH:18])[OH:17])(=[O:13])=[O:12])[CH:7]=[CH:8][CH:9]=1)([O-])=O.[OH:19][C:20]([C:23]([OH:26])([CH3:25])[CH3:24])([CH3:22])[CH3:21].[ClH:27]. The catalyst is C(OCC)(=O)C.[Pd]. The product is [ClH:27].[NH2:1][C:4]1[CH:5]=[C:6]([CH2:10][S:11]([NH:14][CH2:15][B:16]([OH:18])[OH:17])(=[O:13])=[O:12])[CH:7]=[CH:8][CH:9]=1.[OH:19][C:20]([C:23]([OH:26])([CH3:25])[CH3:24])([CH3:22])[CH3:21]. The yield is 0.900. (2) The reactants are [CH3:1][C:2]1[N:3]=[C:4]([C:11]2[CH:16]=[CH:15][C:14]([C:17]([F:20])([F:19])[F:18])=[CH:13][CH:12]=2)[S:5][C:6]=1[C:7](OC)=[O:8].[H-].C([Al+]CC(C)C)C(C)C. The catalyst is ClCCl. The product is [CH3:1][C:2]1[N:3]=[C:4]([C:11]2[CH:12]=[CH:13][C:14]([C:17]([F:20])([F:18])[F:19])=[CH:15][CH:16]=2)[S:5][C:6]=1[CH2:7][OH:8]. The yield is 0.964. (3) The reactants are [Cl:1][C:2]1[CH:9]=[CH:8][C:5]([C:6]#[N:7])=[CH:4][C:3]=1[N+:10]([O-])=O.O.O.[Sn](Cl)(Cl)(Cl)Cl. No catalyst specified. The product is [NH2:10][C:3]1[CH:4]=[C:5]([CH:8]=[CH:9][C:2]=1[Cl:1])[C:6]#[N:7]. The yield is 0.980.